Dataset: Full USPTO retrosynthesis dataset with 1.9M reactions from patents (1976-2016). Task: Predict the reactants needed to synthesize the given product. Given the product [C:30]([O:34][C:35]([N:37]1[CH2:42][C@@H:41]2[CH2:43][C@H:38]1[CH2:39][N:40]2[CH2:18][C:13]1[N:14]([CH3:17])[C:15]2[C:11]([N:12]=1)=[C:10]([N:20]1[CH2:21][CH2:22][O:23][CH2:24][CH2:25]1)[N:9]=[C:8]([N:7]1[C:6]3[CH:26]=[CH:27][CH:28]=[CH:29][C:5]=3[N:4]=[C:3]1[CH2:1][CH3:2])[N:16]=2)=[O:36])([CH3:33])([CH3:31])[CH3:32], predict the reactants needed to synthesize it. The reactants are: [CH2:1]([C:3]1[N:7]([C:8]2[N:16]=[C:15]3[C:11]([N:12]=[C:13]([CH:18]=O)[N:14]3[CH3:17])=[C:10]([N:20]3[CH2:25][CH2:24][O:23][CH2:22][CH2:21]3)[N:9]=2)[C:6]2[CH:26]=[CH:27][CH:28]=[CH:29][C:5]=2[N:4]=1)[CH3:2].[C:30]([O:34][C:35]([N:37]1[CH2:42][C@@H:41]2[CH2:43][C@H:38]1[CH2:39][NH:40]2)=[O:36])([CH3:33])([CH3:32])[CH3:31].C(O[BH-](OC(=O)C)OC(=O)C)(=O)C.[Na+].